This data is from Catalyst prediction with 721,799 reactions and 888 catalyst types from USPTO. The task is: Predict which catalyst facilitates the given reaction. Reactant: [I:1][C:2]1[C:7]([OH:8])=[CH:6][CH:5]=[C:4]([CH3:9])[N:3]=1.[H-].[Na+].[CH2:12](Br)[C:13]1[CH:18]=[CH:17][CH:16]=[CH:15][CH:14]=1.[NH4+].[Cl-]. Product: [CH2:12]([O:8][C:7]1[C:2]([I:1])=[N:3][C:4]([CH3:9])=[CH:5][CH:6]=1)[C:13]1[CH:18]=[CH:17][CH:16]=[CH:15][CH:14]=1. The catalyst class is: 121.